From a dataset of Reaction yield outcomes from USPTO patents with 853,638 reactions. Predict the reaction yield, written as a fraction of the theoretical maximum amount of product (1.0 means a 100% yield; for example, 0.34 means a 34% yield). (1) The reactants are [CH3:1][O:2][C:3](=[O:33])[C@@H:4]([NH:7][C:8](=[O:32])[C:9]1[CH:14]=[CH:13][C:12]([C:15]#[C:16]/[CH:17]=[CH:18]/[C:19]2[CH:24]=[CH:23][C:22]([CH2:25][N:26]3[CH2:31][CH2:30][O:29][CH2:28][CH2:27]3)=[CH:21][CH:20]=2)=[CH:11][CH:10]=1)[CH2:5][NH2:6].Cl.[CH3:35][N:36]([CH2:38][C:39](Cl)=[O:40])[CH3:37].CCN(C(C)C)C(C)C. The catalyst is CN(C=O)C.C(Cl)(Cl)Cl. The product is [CH3:1][O:2][C:3](=[O:33])[C@@H:4]([NH:7][C:8](=[O:32])[C:9]1[CH:10]=[CH:11][C:12]([C:15]#[C:16]/[CH:17]=[CH:18]/[C:19]2[CH:24]=[CH:23][C:22]([CH2:25][N:26]3[CH2:27][CH2:28][O:29][CH2:30][CH2:31]3)=[CH:21][CH:20]=2)=[CH:13][CH:14]=1)[CH2:5][NH:6][C:39](=[O:40])[CH2:38][N:36]([CH3:37])[CH3:35]. The yield is 0.710. (2) The reactants are [Cl:1][C:2]1[CH:7]=[CH:6][C:5]([NH:8][C:9](=[O:14])[C:10]([F:13])([F:12])[F:11])=[C:4]([CH2:15][N:16]2[CH2:21][CH2:20][O:19][CH2:18][CH2:17]2)[CH:3]=1.[N+:22]([O-])([O-:24])=[O:23].[K+].C([O-])([O-])=O.[K+].[K+]. The catalyst is S(=O)(=O)(O)O. The product is [Cl:1][C:2]1[CH:7]=[C:6]([N+:22]([O-:24])=[O:23])[C:5]([NH:8][C:9](=[O:14])[C:10]([F:13])([F:11])[F:12])=[C:4]([CH2:15][N:16]2[CH2:21][CH2:20][O:19][CH2:18][CH2:17]2)[CH:3]=1. The yield is 0.820. (3) The reactants are [O:1]=[C:2]1[CH2:7][NH:6][CH2:5][CH2:4][N:3]1[C:8]1[CH:13]=[CH:12][C:11]([S:14]([NH:17][C:18]2[S:19][CH:20]=[CH:21][N:22]=2)(=[O:16])=[O:15])=[CH:10][CH:9]=1.[Cl:23][C:24]1[CH:25]=[C:26]2[C:31](=[CH:32][CH:33]=1)[N:30]([C@H:34]([CH2:38][CH:39]([CH3:41])[CH3:40])[C:35](O)=[O:36])[CH2:29][CH2:28][CH2:27]2.CN(C(ON1N=NC2C=CC=NC1=2)=[N+](C)C)C.F[P-](F)(F)(F)(F)F.C(=O)(O)[O-].[Na+]. The catalyst is CN(C=O)C. The product is [Cl:23][C:24]1[CH:25]=[C:26]2[C:31](=[CH:32][CH:33]=1)[N:30]([C@H:34]([CH2:38][CH:39]([CH3:41])[CH3:40])[C:35]([N:6]1[CH2:5][CH2:4][N:3]([C:8]3[CH:9]=[CH:10][C:11]([S:14]([NH:17][C:18]4[S:19][CH:20]=[CH:21][N:22]=4)(=[O:16])=[O:15])=[CH:12][CH:13]=3)[C:2](=[O:1])[CH2:7]1)=[O:36])[CH2:29][CH2:28][CH2:27]2. The yield is 0.320. (4) The product is [ClH:42].[CH3:25][NH:1][C:2]1[CH:24]=[CH:23][C:5]2[N:6]([C:17]3[CH:22]=[CH:21][CH:20]=[CH:19][N:18]=3)[C:7](/[CH:9]=[CH:10]/[C:11]3[CH:16]=[CH:15][CH:14]=[CH:13][CH:12]=3)=[N:8][C:4]=2[CH:3]=1. The yield is 0.430. The catalyst is C(O)C.CO. The reactants are [NH2:1][C:2]1[CH:24]=[CH:23][C:5]2[N:6]([C:17]3[CH:22]=[CH:21][CH:20]=[CH:19][N:18]=3)[C:7](/[CH:9]=[CH:10]/[C:11]3[CH:16]=[CH:15][CH:14]=[CH:13][CH:12]=3)=[N:8][C:4]=2[CH:3]=1.[CH:25](OCC)(OCC)OCC.[BH4-].[Na+].C(=O)(O)[O-].[Na+].[ClH:42]. (5) The reactants are [C:1]([O:4][C:5]1[C:10]([C:11]#[C:12][Si](C)(C)C)=[CH:9][C:8]([CH2:17][OH:18])=[CH:7][C:6]=1OC)(=O)C.[C:21]([OH:24])(=[O:23])[CH3:22].[F-].C([NH+](CCCC)CCCC)CCC.[NH4+].[Cl-]. The catalyst is C1COCC1. The product is [C:21]([O:24][C:6]1[C:5]([O:4][CH3:1])=[C:10]([C:11]#[CH:12])[CH:9]=[C:8]([CH2:17][OH:18])[CH:7]=1)(=[O:23])[CH3:22]. The yield is 0.900. (6) The reactants are BrC1C=CC(S(O[CH2:12][C@@H:13]2[O:27][C:17]3=[C:18]4[C:23](=[CH:24][CH:25]=[C:16]3[O:15][CH2:14]2)[N:22]=[C:21]([CH3:26])[CH:20]=[CH:19]4)(=O)=O)=CC=1.[F:28][C:29]1[CH:41]=[CH:40][C:32]2[S:33][CH:34]=[C:35]([CH2:36][CH2:37][CH2:38][NH2:39])[C:31]=2[CH:30]=1. The catalyst is CS(C)=O.C(=O)(O)[O-].[Na+]. The product is [F:28][C:29]1[CH:41]=[CH:40][C:32]2[S:33][CH:34]=[C:35]([CH2:36][CH2:37][CH2:38][NH:39][CH2:12][C@@H:13]3[O:27][C:17]4=[C:18]5[C:23](=[CH:24][CH:25]=[C:16]4[O:15][CH2:14]3)[N:22]=[C:21]([CH3:26])[CH:20]=[CH:19]5)[C:31]=2[CH:30]=1. The yield is 0.630. (7) The reactants are [CH3:1][C:2]1[CH:10]=[CH:9][C:8]([N+:11]([O-:13])=[O:12])=[C:7]2[C:3]=1[CH:4]=[C:5]([C:14]([O:16][CH2:17][CH3:18])=[O:15])[NH:6]2.[H-].[Na+].CN(C)C=O.[CH3:26][O:27][CH2:28]Cl. The catalyst is O1CCCC1.C(OCC)(=O)C. The product is [CH3:26][O:27][CH2:28][N:6]1[C:7]2[C:3](=[C:2]([CH3:1])[CH:10]=[CH:9][C:8]=2[N+:11]([O-:13])=[O:12])[CH:4]=[C:5]1[C:14]([O:16][CH2:17][CH3:18])=[O:15]. The yield is 0.680.